This data is from Peptide-MHC class I binding affinity with 185,985 pairs from IEDB/IMGT. The task is: Regression. Given a peptide amino acid sequence and an MHC pseudo amino acid sequence, predict their binding affinity value. This is MHC class I binding data. (1) The peptide sequence is NTMTKDAER. The binding affinity (normalized) is 0.567. The MHC is HLA-A31:01 with pseudo-sequence HLA-A31:01. (2) The peptide sequence is GLFLSLGLV. The MHC is HLA-A02:01 with pseudo-sequence HLA-A02:01. The binding affinity (normalized) is 0.419.